Dataset: Full USPTO retrosynthesis dataset with 1.9M reactions from patents (1976-2016). Task: Predict the reactants needed to synthesize the given product. Given the product [CH3:20][O:19][C:6](=[O:49])[C@@H:7]([CH2:9][C:10]1[CH:15]=[C:14]([F:16])[C:13]([Br:17])=[CH:12][C:11]=1[F:18])[NH:8][C:40]([O:42][C:43]([CH3:44])([CH3:45])[CH3:46])=[O:41], predict the reactants needed to synthesize it. The reactants are: COC1[C@H](C(C)C)N=[C:6]([O:19][CH3:20])[C@@H:7]([CH2:9][C:10]2[CH:15]=[C:14]([F:16])[C:13]([Br:17])=[CH:12][C:11]=2[F:18])[N:8]=1.Cl.C(N(CC)CC)C.[C:43]([O:42][C:40](O[C:40]([O:42][C:43]([CH3:46])([CH3:45])[CH3:44])=[O:41])=[O:41])([CH3:46])([CH3:45])[CH3:44].C(OCC)(=[O:49])C.